Dataset: Reaction yield outcomes from USPTO patents with 853,638 reactions. Task: Predict the reaction yield, written as a fraction of the theoretical maximum amount of product (1.0 means a 100% yield; for example, 0.34 means a 34% yield). (1) The reactants are [C:1]([C:5]1[CH:10]=[CH:9][C:8](N2C(C)=CC=C2C)=[C:7]([N+:18]([O-])=O)[CH:6]=1)([CH3:4])([CH3:3])[CH3:2].CCO[C:24]([CH3:26])=O. The catalyst is [Pd]. The product is [C:1]([C:5]1[CH:10]=[CH:9][C:8]([C:5]2[CH:6]=[C:7]([CH3:8])[NH:18][C:24]=2[CH3:26])=[C:7]([CH:6]=1)[NH2:18])([CH3:2])([CH3:3])[CH3:4]. The yield is 0.990. (2) The reactants are [OH:1][C:2]1[C:11]2[C:6](=[CH:7][CH:8]=[CH:9][CH:10]=2)[N:5]=[CH:4][CH:3]=1.[N+:12]([O-])([OH:14])=[O:13]. The catalyst is C(O)(=O)CC. The product is [N+:12]([C:3]1[CH:4]=[N:5][C:6]2[C:11]([C:2]=1[OH:1])=[CH:10][CH:9]=[CH:8][CH:7]=2)([O-:14])=[O:13]. The yield is 0.710. (3) The reactants are O([C:8]1[CH:13]=[CH:12][CH:11]=[CH:10][C:9]=1[C:14]1[CH2:18][CH:17]([CH2:19][CH2:20][CH:21]=O)[O:16][N:15]=1)C1C=CC=CC=1.[F:23][C:24]1[CH:29]=[CH:28][C:27]([N:30]2[CH2:35][CH2:34][NH:33][CH2:32][CH2:31]2)=[CH:26][CH:25]=1.[BH-](O[C:46]([CH3:48])=[O:47])(OC(C)=O)OC(C)=O.[Na+]. The catalyst is C(Cl)Cl. The product is [F:23][C:24]1[CH:25]=[CH:26][C:27]([N:30]2[CH2:35][CH2:34][N:33]([CH2:21][CH2:20][CH2:19][CH:17]3[O:16][N:15]=[C:14]([C:9]4[CH:8]=[CH:13][CH:12]=[C:11]([O:47][C:46]5[CH:48]=[CH:10][CH:9]=[CH:8][CH:13]=5)[CH:10]=4)[CH2:18]3)[CH2:32][CH2:31]2)=[CH:28][CH:29]=1. The yield is 0.563.